This data is from Catalyst prediction with 721,799 reactions and 888 catalyst types from USPTO. The task is: Predict which catalyst facilitates the given reaction. (1) Reactant: [CH3:1][C:2]1[O:6][C:5]([C:7]([C:9]2[CH:14]=[CH:13][CH:12]=[CH:11][CH:10]=2)=[O:8])=[N:4][CH:3]=1.[CH:15]1([Mg]Cl)[CH2:20][CH2:19][CH2:18][CH2:17][CH2:16]1.C(OCC)C.[Cl-].[NH4+]. Product: [CH:9]1([C:7]([C:5]2[O:6][C:2]([CH3:1])=[CH:3][N:4]=2)([C:15]2[CH:20]=[CH:19][CH:18]=[CH:17][CH:16]=2)[OH:8])[CH2:14][CH2:13][CH2:12][CH2:11][CH2:10]1. The catalyst class is: 20. (2) Reactant: I[CH2:2][CH2:3][CH2:4][C:5]([F:8])([F:7])[F:6].[C:9]([O-:12])(=[S:11])[CH3:10].[K+].Cl. Product: [C:9]([O:12][CH2:2][CH2:3][CH2:4][C:5]([F:8])([F:7])[F:6])(=[S:11])[CH3:10]. The catalyst class is: 9. (3) Reactant: [Cl:1][C:2]1[CH:3]=[CH:4][C:5]2[O:9][C:8](B(O)O)=[CH:7][C:6]=2[CH:13]=1.Cl[C:15]1[C:24]([N:25]([CH:27]([CH3:29])[CH3:28])[CH3:26])=[N:23][C:22]2[C:17](=[CH:18][CH:19]=[C:20]([C:30]([O:32][CH2:33]C)=[O:31])[CH:21]=2)[N:16]=1.[O-]P([O-])([O-])=O.[K+].[K+].[K+].C(OCC)(=O)C. Product: [Cl:1][C:2]1[CH:3]=[CH:4][C:5]2[O:9][C:8]([C:15]3[C:24]([N:25]([CH:27]([CH3:29])[CH3:28])[CH3:26])=[N:23][C:22]4[C:17](=[CH:18][CH:19]=[C:20]([C:30]([O:32][CH3:33])=[O:31])[CH:21]=4)[N:16]=3)=[CH:7][C:6]=2[CH:13]=1. The catalyst class is: 70. (4) Reactant: [CH3:1][C:2]1([CH3:31])[S:7](=[O:9])(=[O:8])[C:6]2[CH:10]=[CH:11][C:12]([CH2:14][C:15]([O:17]C(C)(C)C)=[O:16])=[CH:13][C:5]=2[N:4](COCC[Si](C)(C)C)[C:3]1=[O:30].C(O)(C(F)(F)F)=O. Product: [CH3:1][C:2]1([CH3:31])[S:7](=[O:9])(=[O:8])[C:6]2[CH:10]=[CH:11][C:12]([CH2:14][C:15]([OH:17])=[O:16])=[CH:13][C:5]=2[NH:4][C:3]1=[O:30]. The catalyst class is: 2. (5) Reactant: [Cl:1][C:2]1[CH:7]=[CH:6][C:5]([O:8][C:9]2[CH:14]=[CH:13][C:12]([CH2:15][CH2:16][N:17]3[C:21](=[O:22])[CH2:20][O:19][C:18]3=[O:23])=[CH:11][CH:10]=2)=[CH:4][CH:3]=1.[CH3:24][NH2:25]. Product: [Cl:1][C:2]1[CH:7]=[CH:6][C:5]([O:8][C:9]2[CH:14]=[CH:13][C:12]([CH2:15][CH2:16][NH:17][C:18](=[O:23])[O:19][CH2:20][C:21]([NH:25][CH3:24])=[O:22])=[CH:11][CH:10]=2)=[CH:4][CH:3]=1. The catalyst class is: 83. (6) Reactant: [C:1]([O:5][C:6]([C@@H:8]([CH2:13][C:14]1[CH:22]=[C:21]([F:23])[C:17]2[O:18][CH2:19][O:20][C:16]=2[CH:15]=1)[C:9]([O:11]C)=[O:10])=[O:7])([CH3:4])([CH3:3])[CH3:2].[Li+].[OH-]. Product: [C:1]([O:5][C:6]([C@@H:8]([CH2:13][C:14]1[CH:22]=[C:21]([F:23])[C:17]2[O:18][CH2:19][O:20][C:16]=2[CH:15]=1)[C:9]([OH:11])=[O:10])=[O:7])([CH3:4])([CH3:2])[CH3:3]. The catalyst class is: 1. (7) Reactant: [OH:1][CH2:2][CH2:3][N:4]1[CH2:8][CH2:7][O:6][C:5]1=[O:9].C(N(CC)CC)C.[CH3:17][S:18](Cl)(=[O:20])=[O:19]. Product: [CH3:17][S:18]([O:1][CH2:2][CH2:3][N:4]1[CH2:8][CH2:7][O:6][C:5]1=[O:9])(=[O:20])=[O:19]. The catalyst class is: 1. (8) Reactant: C([O:7][C@@H:8]1[C@@H:13]([O:14]C(=O)C(C)(C)C)[C@H:12]([O:21]C(=O)C(C)(C)C)[C@@H:11]([CH2:28][O:29]C(=O)C(C)(C)C)[O:10][C@H:9]1[O:36][C:37]1[C:45]2[C:40](=[N:41][CH:42]=[CH:43][C:44]=2[CH2:46][CH2:47][C:48]2[CH:53]=[CH:52][C:51]([O:54][C:55](=[O:60])[C:56]([CH3:59])([CH3:58])[CH3:57])=[CH:50][CH:49]=2)[NH:39][N:38]=1)(=O)C(C)(C)C.C(=O)([O-])[O-].[Cs+].[Cs+].Br[CH2:68][CH2:69][CH2:70][C:71]([O:73][CH2:74][C:75]1[CH:80]=[CH:79][CH:78]=[CH:77][CH:76]=1)=[O:72].[I-].[Na+]. Product: [CH2:74]([O:73][C:71]([CH2:70][CH2:69][CH2:68][N:39]1[C:40]2=[N:41][CH:42]=[CH:43][C:44]([CH2:46][CH2:47][C:48]3[CH:49]=[CH:50][C:51]([O:54][C:55](=[O:60])[C:56]([CH3:59])([CH3:58])[CH3:57])=[CH:52][CH:53]=3)=[C:45]2[C:37]([O:36][C@@H:9]2[O:10][C@H:11]([CH2:28][OH:29])[C@@H:12]([OH:21])[C@H:13]([OH:14])[C@H:8]2[OH:7])=[N:38]1)=[O:72])[C:75]1[CH:80]=[CH:79][CH:78]=[CH:77][CH:76]=1. The catalyst class is: 21. (9) Reactant: [OH:1][C@@H:2]1[CH2:6][C@H:5]([OH:7])[C@H:4]([CH2:8]/[CH:9]=[CH:10]\[CH2:11][CH2:12][CH2:13][C:14]([OH:16])=[O:15])[C@H:3]1[CH2:17][CH2:18][C:19](=[O:27])[CH2:20][CH2:21][CH2:22][CH2:23][CH2:24][CH2:25][CH3:26].I[CH2:29][CH2:30][O:31][C:32]1[CH:33]=[C:34]([CH:37]=[CH:38][C:39]=1[CH3:40])[CH:35]=[O:36].C1CCN2C(=NCCC2)CC1. Product: [OH:1][C@@H:2]1[CH2:6][C@H:5]([OH:7])[C@H:4]([CH2:8]/[CH:9]=[CH:10]\[CH2:11][CH2:12][CH2:13][C:14]([O:16][CH2:29][CH2:30][O:31][C:32]2[CH:33]=[C:34]([CH:35]=[O:36])[CH:37]=[CH:38][C:39]=2[CH3:40])=[O:15])[C@H:3]1[CH2:17][CH2:18][C:19](=[O:27])[CH2:20][CH2:21][CH2:22][CH2:23][CH2:24][CH2:25][CH3:26]. The catalyst class is: 369. (10) Reactant: [CH:1]1([C:4]2[N:8]=[C:7]([C:9]3[C:10]4[CH2:21][CH2:20][CH2:19][CH2:18][CH2:17][C:11]=4[S:12][C:13]=3[N:14]=[C:15]=[O:16])[O:6][N:5]=2)[CH2:3][CH2:2]1.[NH:22]1[CH2:29][CH2:28][CH2:27][C@@H:23]1[C:24]([OH:26])=[O:25]. The catalyst class is: 61. Product: [CH:1]1([C:4]2[N:8]=[C:7]([C:9]3[C:10]4[CH2:21][CH2:20][CH2:19][CH2:18][CH2:17][C:11]=4[S:12][C:13]=3[NH:14][C:15]([N:22]3[CH2:29][CH2:28][CH2:27][C@@H:23]3[C:24]([OH:26])=[O:25])=[O:16])[O:6][N:5]=2)[CH2:2][CH2:3]1.